This data is from Full USPTO retrosynthesis dataset with 1.9M reactions from patents (1976-2016). The task is: Predict the reactants needed to synthesize the given product. (1) Given the product [C:1]([O:5][C:6](=[O:33])[NH:7][CH:8]1[CH2:13][CH2:12][CH:11]([NH:14][C:15](=[O:32])[C:16]2[CH:17]=[C:18]([O:23][C:24]3[CH:29]=[CH:28][C:27]([C:30]#[N:31])=[CH:26][CH:25]=3)[CH:19]=[C:20]([O:22][CH2:41][C:38]3[CH:37]=[N:36][C:35]([Br:34])=[CH:40][CH:39]=3)[CH:21]=2)[CH2:10][CH2:9]1)([CH3:4])([CH3:2])[CH3:3], predict the reactants needed to synthesize it. The reactants are: [C:1]([O:5][C:6](=[O:33])[NH:7][CH:8]1[CH2:13][CH2:12][CH:11]([NH:14][C:15](=[O:32])[C:16]2[CH:21]=[C:20]([OH:22])[CH:19]=[C:18]([O:23][C:24]3[CH:29]=[CH:28][C:27]([C:30]#[N:31])=[CH:26][CH:25]=3)[CH:17]=2)[CH2:10][CH2:9]1)([CH3:4])([CH3:3])[CH3:2].[Br:34][C:35]1[CH:40]=[CH:39][C:38]([CH2:41]Br)=[CH:37][N:36]=1. (2) Given the product [SH:1][C:2]1[CH:3]=[N:4][C:5]2[C:10]([C:11]=1[CH:12]=[O:13])=[CH:9][C:8]([O:14][CH3:15])=[CH:7][CH:6]=2, predict the reactants needed to synthesize it. The reactants are: [SH:1][C:2]1[CH:3]=[N:4][C:5]2[C:10]([C:11]=1[CH2:12][OH:13])=[CH:9][C:8]([O:14][CH3:15])=[CH:7][CH:6]=2.C(OCC)(=O)C. (3) Given the product [O:59]1[CH2:60][CH2:61][CH:56]([NH:55][C:21]([C:18]2[CH:17]=[CH:16][C:15]([O:14][CH2:13][C:3]3[C:4]([C:7]4[CH:12]=[CH:11][CH:10]=[CH:9][N:8]=4)=[N:5][O:6][C:2]=3[CH3:1])=[CH:20][N:19]=2)=[O:23])[CH2:57][CH2:58]1, predict the reactants needed to synthesize it. The reactants are: [CH3:1][C:2]1[O:6][N:5]=[C:4]([C:7]2[CH:12]=[CH:11][CH:10]=[CH:9][N:8]=2)[C:3]=1[CH2:13][O:14][C:15]1[CH:16]=[CH:17][C:18]([C:21]([OH:23])=O)=[N:19][CH:20]=1.F[B-](F)(F)F.N1(OC(N(C)C)=[N+](C)C)C2C=CC=CC=2N=N1.C(N(CC)C(C)C)(C)C.[NH2:55][CH:56]1[CH2:61][CH2:60][O:59][CH2:58][CH2:57]1. (4) The reactants are: [H-].C([Al+]CC(C)C)C(C)C.[CH:11]1([C:14]2[CH:15]=[C:16]([CH:22]=[C:23]([OH:26])[C:24]=2[I:25])[C:17](OCC)=[O:18])[CH2:13][CH2:12]1.O.O.O.O.O.O.O.O.O.O.S([O-])([O-])(=O)=O.[Na+].[Na+]. Given the product [CH:11]1([C:14]2[C:24]([I:25])=[C:23]([OH:26])[CH:22]=[C:16]([CH2:17][OH:18])[CH:15]=2)[CH2:12][CH2:13]1, predict the reactants needed to synthesize it. (5) Given the product [C:49]([C:29]1[CH:30]=[C:26]([NH:25][C:24]([NH:1][CH:2]2[CH2:7][CH2:6][N:5]([C:8](=[O:9])[C:10]3[CH:15]=[CH:14][C:13]([S:16]([CH3:19])(=[O:18])=[O:17])=[CH:12][CH:11]=3)[CH2:4][CH2:3]2)=[O:42])[N:27]([C:31]2[CH:32]=[CH:33][C:34]([CH3:37])=[CH:35][CH:36]=2)[N:28]=1)([CH3:51])([CH3:54])[CH3:50], predict the reactants needed to synthesize it. The reactants are: [NH2:1][CH:2]1[CH2:7][CH2:6][N:5]([C:8]([C:10]2[CH:15]=[CH:14][C:13]([S:16]([CH3:19])(=[O:18])=[O:17])=[CH:12][CH:11]=2)=[O:9])[CH2:4][CH2:3]1.ClC(Cl)(Cl)CO[C:24](=[O:42])[NH:25][C:26]1[N:27]([C:31]2[CH:36]=[CH:35][C:34]([C:37](C)(C)C)=[CH:33][C:32]=2C)[N:28]=[CH:29][CH:30]=1.C(N(CC)[CH:49]([CH3:51])[CH3:50])(C)C.[CH3:54]S(C)=O. (6) Given the product [O:1]1[C:5]2[CH:6]=[CH:7][CH:8]=[CH:9][C:4]=2[C:3]([C:10]2[C:19]([N:20]3[CH2:24][CH2:23][CH2:22][C@@H:21]3[CH3:25])=[N:18][C:17]3[C:12](=[CH:13][CH:14]=[C:15]([C:26]([OH:28])=[O:27])[CH:16]=3)[N:11]=2)=[CH:2]1, predict the reactants needed to synthesize it. The reactants are: [O:1]1[C:5]2[CH:6]=[CH:7][CH:8]=[CH:9][C:4]=2[C:3]([C:10]2[C:19]([N:20]3[CH2:24][CH2:23][CH2:22][C@@H:21]3[CH3:25])=[N:18][C:17]3[C:12](=[CH:13][CH:14]=[C:15]([C:26]([O:28]C)=[O:27])[CH:16]=3)[N:11]=2)=[CH:2]1.[OH-].[Na+]. (7) The reactants are: [CH2:1]([N:4]([CH2:12][C:13](=[N:20][OH:21])[C:14]1[CH:19]=[N:18][CH:17]=[CH:16][N:15]=1)[C:5](=[O:11])[O:6][C:7]([CH3:10])([CH3:9])[CH3:8])[CH:2]=[CH2:3]. Given the product [N:15]1[CH:16]=[CH:17][N:18]=[CH:19][C:14]=1[C:13]12[CH2:12][N:4]([C:5]([O:6][C:7]([CH3:10])([CH3:9])[CH3:8])=[O:11])[CH2:1][CH:2]1[CH2:3][O:21][NH:20]2, predict the reactants needed to synthesize it.